From a dataset of Forward reaction prediction with 1.9M reactions from USPTO patents (1976-2016). Predict the product of the given reaction. (1) Given the reactants [Cl:1][C:2]1[C:7]([Cl:8])=[C:6]([O:9][C:10]2[CH:15]=[CH:14][N:13]=[C:12](Cl)[N:11]=2)[CH:5]=[CH:4][C:3]=1[NH:17][C:18]([NH:20][C:21]1[N:25]([C:26]2[CH:31]=[CH:30][C:29]([CH3:32])=[CH:28][CH:27]=2)[N:24]=[C:23]([CH:33]([CH3:35])[CH3:34])[CH:22]=1)=[O:19].[CH:36]1([S:39]([C:42]2[CH:43]=[C:44]([CH:46]=[CH:47][CH:48]=2)[NH2:45])(=[O:41])=[O:40])[CH2:38][CH2:37]1, predict the reaction product. The product is: [Cl:1][C:2]1[C:7]([Cl:8])=[C:6]([O:9][C:10]2[CH:15]=[CH:14][N:13]=[C:12]([NH:45][C:44]3[CH:46]=[CH:47][CH:48]=[C:42]([S:39]([CH:36]4[CH2:38][CH2:37]4)(=[O:41])=[O:40])[CH:43]=3)[N:11]=2)[CH:5]=[CH:4][C:3]=1[NH:17][C:18]([NH:20][C:21]1[N:25]([C:26]2[CH:31]=[CH:30][C:29]([CH3:32])=[CH:28][CH:27]=2)[N:24]=[C:23]([CH:33]([CH3:34])[CH3:35])[CH:22]=1)=[O:19]. (2) Given the reactants [F:1][C:2]([F:53])([F:52])[C:3]1[CH:4]=[C:5]([CH:45]=[C:46]([C:48]([F:51])([F:50])[F:49])[CH:47]=1)[CH2:6][N:7]([CH2:23][C:24]1[CH:29]=[C:28]([C:30]([F:33])([F:32])[F:31])[CH:27]=[CH:26][C:25]=1[C:34]1[CH:39]=[C:38]([CH:40]([CH3:42])[CH3:41])[CH:37]=[CH:36][C:35]=1[O:43][CH3:44])[C:8]1[N:13]=[CH:12][C:11]([O:14][CH2:15][CH2:16][CH2:17][C:18]([O:20]CC)=[O:19])=[CH:10][CH:9]=1.[OH-:54].[Na+].Cl.C(Cl)Cl, predict the reaction product. The product is: [C:18](=[O:19])([OH:54])[OH:20].[F:51][C:48]([F:49])([F:50])[C:46]1[CH:45]=[C:5]([CH:4]=[C:3]([C:2]([F:53])([F:52])[F:1])[CH:47]=1)[CH2:6][N:7]([CH2:23][C:24]1[CH:29]=[C:28]([C:30]([F:32])([F:33])[F:31])[CH:27]=[CH:26][C:25]=1[C:34]1[CH:39]=[C:38]([CH:40]([CH3:41])[CH3:42])[CH:37]=[CH:36][C:35]=1[O:43][CH3:44])[C:8]1[N:13]=[CH:12][C:11]([O:14][CH2:15][CH2:16][CH2:17][C:18]([OH:20])=[O:19])=[CH:10][CH:9]=1. (3) Given the reactants [F:1][C:2]1[CH:3]=[C:4]2[C:8](=[CH:9][CH:10]=1)[NH:7][C:6](=[O:11])[CH2:5]2.[CH3:12][C:13]([CH3:15])=O.N1CCCCC1, predict the reaction product. The product is: [F:1][C:2]1[CH:3]=[C:4]2[C:8](=[CH:9][CH:10]=1)[NH:7][C:6](=[O:11])[C:5]2=[C:13]([CH3:15])[CH3:12]. (4) The product is: [Na:1].[CH3:35][C:18]1[C:19]([CH2:23][S:24]([C:26]2[NH:27][C:28]3[CH:34]=[CH:33][CH:32]=[CH:31][C:29]=3[N:30]=2)=[O:25])=[N:20][CH:21]=[CH:22][C:17]=1[O:16][CH2:15][CH2:14][C:4]1([CH3:2])[O:13][CH2:12][C:7]2([O:8][CH2:9][CH2:10][O:11]2)[CH2:6][O:5]1. Given the reactants [Na:1].[CH2:2]([C:4]1([CH2:14][CH2:15][O:16][C:17]2[CH:22]=[CH:21][N:20]=[C:19]([CH2:23][S:24]([C:26]3[NH:30][C:29]4[CH:31]=[CH:32][CH:33]=[CH:34][C:28]=4[N:27]=3)=[O:25])[C:18]=2[CH3:35])[O:13][CH2:12][C:7]2([O:11][CH2:10][CH2:9][O:8]2)[CH2:6][O:5]1)C.CC1(CCO)OCC2(OCCO2)CO1, predict the reaction product.